From a dataset of Forward reaction prediction with 1.9M reactions from USPTO patents (1976-2016). Predict the product of the given reaction. (1) Given the reactants Cl[C:2]1[CH:3]=[C:4]([CH:12]2[CH2:14][CH2:13]2)[C:5]([C:8]([O:10][CH3:11])=[O:9])=[N:6][CH:7]=1.CC1(C)C(C)(C)OB([C:23]2[CH2:28][CH2:27][N:26]([C:29]([O:31][C:32]([CH3:35])([CH3:34])[CH3:33])=[O:30])[CH2:25][CH:24]=2)O1.C(=O)([O-])[O-].[Na+].[Na+].O1CCOCC1, predict the reaction product. The product is: [CH:12]1([C:4]2[CH:3]=[C:2]([C:23]3[CH2:28][CH2:27][N:26]([C:29]([O:31][C:32]([CH3:35])([CH3:34])[CH3:33])=[O:30])[CH2:25][CH:24]=3)[CH:7]=[N:6][C:5]=2[C:8]([O:10][CH3:11])=[O:9])[CH2:14][CH2:13]1. (2) The product is: [O:16]=[C:5]1[C:4]2[CH:3]=[C:2]([O:1][C:26](=[O:27])[CH2:25][CH2:24][Cl:23])[CH:15]=[CH:14][C:13]=2[S:12][C:11]2[C:6]1=[CH:7][CH:8]=[CH:9][CH:10]=2. Given the reactants [OH:1][C:2]1[CH:15]=[CH:14][C:13]2[S:12][C:11]3[C:6](=[CH:7][CH:8]=[CH:9][CH:10]=3)[C:5](=[O:16])[C:4]=2[CH:3]=1.N1C=CC=CC=1.[Cl:23][CH2:24][CH2:25][C:26](Cl)=[O:27], predict the reaction product. (3) Given the reactants BrC1C=CC(OC2C=CC(C#N)=C(Cl)[N:8]=2)=CC=1C1OCCO1.[Br:23][C:24]1[CH:39]=[CH:38][C:27]([O:28][C:29]2[N:36]=[C:35](Cl)[CH:34]=[CH:33][C:30]=2[C:31]#[N:32])=[CH:26][C:25]=1[CH:40]1[O:44][CH2:43][CH2:42][O:41]1.BrC1C=C[C:49]([OH:52])=[CH:48]C=1C1OCCO1, predict the reaction product. The product is: [Br:23][C:24]1[CH:39]=[CH:38][C:27]([O:28][C:29]2[N:36]=[C:35]([NH:8][CH2:48][CH2:49][OH:52])[CH:34]=[CH:33][C:30]=2[C:31]#[N:32])=[CH:26][C:25]=1[CH:40]1[O:44][CH2:43][CH2:42][O:41]1.